Predict the reactants needed to synthesize the given product. From a dataset of Full USPTO retrosynthesis dataset with 1.9M reactions from patents (1976-2016). (1) Given the product [CH3:17][O:18][C:19]1[CH:30]=[CH:29][CH:28]=[CH:27][C:20]=1[CH:21]([N:22]1[CH2:26][CH2:25][CH2:24][CH2:23]1)[C:15]1[C:14]2[C:9](=[CH:10][CH:11]=[CH:12][CH:13]=2)[NH:8][C:7]=1[C:1]1[CH:6]=[CH:5][CH:4]=[CH:3][CH:2]=1, predict the reactants needed to synthesize it. The reactants are: [C:1]1([C:7]2[NH:8][C:9]3[C:14]([CH:15]=2)=[CH:13][CH:12]=[CH:11][CH:10]=3)[CH:6]=[CH:5][CH:4]=[CH:3][CH:2]=1.[Cl-].[CH3:17][O:18][C:19]1[CH:30]=[CH:29][CH:28]=[CH:27][C:20]=1[CH:21]=[N+:22]1[CH2:26][CH2:25][CH2:24][CH2:23]1. (2) Given the product [Cl:34][C:31]1[CH:32]=[CH:33][C:28](/[CH:27]=[N:26]/[NH:25][C:23]([C:12]2[CH:13]=[C:14]([N:17]3[CH2:18][CH2:19][CH2:20][CH2:21][CH2:22]3)[CH:15]=[CH:16][C:11]=2[NH:10][C:8](=[O:9])[C:7]2[CH:39]=[CH:40][CH:41]=[C:5]([CH2:4][N:1]3[CH:46]=[C:45]([CH2:44][CH2:43][CH2:42][OH:47])[N:3]=[N:2]3)[CH:6]=2)=[O:24])=[CH:29][C:30]=1[C:35]([F:38])([F:36])[F:37], predict the reactants needed to synthesize it. The reactants are: [N:1]([CH2:4][C:5]1[CH:6]=[C:7]([CH:39]=[CH:40][CH:41]=1)[C:8]([NH:10][C:11]1[CH:16]=[CH:15][C:14]([N:17]2[CH2:22][CH2:21][CH2:20][CH2:19][CH2:18]2)=[CH:13][C:12]=1[C:23]([NH:25]/[N:26]=[CH:27]/[C:28]1[CH:33]=[CH:32][C:31]([Cl:34])=[C:30]([C:35]([F:38])([F:37])[F:36])[CH:29]=1)=[O:24])=[O:9])=[N+:2]=[N-:3].[CH2:42]([OH:47])[CH2:43][CH2:44][C:45]#[CH:46].